This data is from Catalyst prediction with 721,799 reactions and 888 catalyst types from USPTO. The task is: Predict which catalyst facilitates the given reaction. Reactant: [CH3:1][O:2][C:3]1[CH:8]=[CH:7][C:6]([N:9]([C:11]2[C:20]3[C:15](=[CH:16][CH:17]=[CH:18][CH:19]=3)[N:14]=[C:13]([C:21]([O:23]CC)=[O:22])[N:12]=2)[CH3:10])=[CH:5][CH:4]=1.[OH-].[Na+]. Product: [CH3:1][O:2][C:3]1[CH:8]=[CH:7][C:6]([N:9]([C:11]2[C:20]3[C:15](=[CH:16][CH:17]=[CH:18][CH:19]=3)[N:14]=[C:13]([C:21]([OH:23])=[O:22])[N:12]=2)[CH3:10])=[CH:5][CH:4]=1. The catalyst class is: 24.